This data is from Reaction yield outcomes from USPTO patents with 853,638 reactions. The task is: Predict the reaction yield, written as a fraction of the theoretical maximum amount of product (1.0 means a 100% yield; for example, 0.34 means a 34% yield). (1) The reactants are [F:1][C:2]1[CH:7]=[CH:6][CH:5]=[C:4]([F:8])[C:3]=1[OH:9].F[C:11]1[CH:16]=[CH:15][CH:14]=[CH:13][C:12]=1[N+:17]([O-:19])=[O:18].[F:20][C:21]1[CH:34]=[CH:33][CH:32]=[C:31]([F:35])[C:22]=1[O:23][C:24]1[CH:30]=[CH:29][CH:28]=[CH:27][C:25]=1[NH2:26].[NH2:36][C:37]1[S:38][CH:39]=[CH:40][N:41]=1. No catalyst specified. The product is [F:1][C:2]1[CH:7]=[CH:6][CH:5]=[C:4]([F:8])[C:3]=1[O:9][C:11]1[CH:16]=[CH:15][CH:14]=[CH:13][C:12]=1[N+:17]([O-:19])=[O:18].[F:20][C:21]1[CH:34]=[CH:33][CH:32]=[C:31]([F:35])[C:22]=1[O:23][C:24]1[CH:30]=[CH:29][CH:28]=[CH:27][C:25]=1[NH:26][C:3]([NH:36][C:37]1[S:38][CH:39]=[CH:40][N:41]=1)=[O:9]. The yield is 0.700. (2) The reactants are [NH2:1][C:2]1[CH:7]=[CH:6][C:5]([N:8]2[C:12]([CH3:14])([CH3:13])[C:11](=[O:15])[N:10]([C:16]3[CH:23]=[CH:22][C:19]([C:20]#[N:21])=[C:18]([C:24]([F:27])([F:26])[F:25])[CH:17]=3)[C:9]2=[S:28])=[CH:4][CH:3]=1.[C:29](Cl)(=[O:31])[CH3:30].C(N(CC)CC)C. The catalyst is ClCCl. The product is [C:20]([C:19]1[CH:22]=[CH:23][C:16]([N:10]2[C:11](=[O:15])[C:12]([CH3:14])([CH3:13])[N:8]([C:5]3[CH:4]=[CH:3][C:2]([NH:1][C:29](=[O:31])[CH3:30])=[CH:7][CH:6]=3)[C:9]2=[S:28])=[CH:17][C:18]=1[C:24]([F:26])([F:27])[F:25])#[N:21]. The yield is 0.800. (3) The reactants are [CH3:1][O:2][C:3](=[O:18])[C:4]1[CH:9]=[CH:8][C:7]([CH2:10][C:11]2[CH:16]=[CH:15][C:14]([NH2:17])=[CH:13][CH:12]=2)=[CH:6][CH:5]=1.[C:19]([N:26]1[CH2:31][CH2:30][C:29](=O)[CH2:28][CH2:27]1)([O:21][C:22]([CH3:25])([CH3:24])[CH3:23])=[O:20]. No catalyst specified. The product is [C:22]([O:21][C:19]([N:26]1[CH2:31][CH2:30][CH:29]([NH:17][C:14]2[CH:15]=[CH:16][C:11]([CH2:10][C:7]3[CH:6]=[CH:5][C:4]([C:3]([O:2][CH3:1])=[O:18])=[CH:9][CH:8]=3)=[CH:12][CH:13]=2)[CH2:28][CH2:27]1)=[O:20])([CH3:25])([CH3:23])[CH3:24]. The yield is 0.360. (4) The reactants are Cl.Cl.[NH2:3][CH:4]([C:9]1[CH:14]=[CH:13][C:12]([O:15][CH2:16][CH2:17][N:18]2[CH2:22][CH2:21][CH2:20][CH2:19]2)=[CH:11][CH:10]=1)[C:5]([O:7][CH3:8])=[O:6].[CH2:23]([O:27][C:28]1[CH:33]=[CH:32][C:31]([S:34](Cl)(=[O:36])=[O:35])=[CH:30][CH:29]=1)[C:24]#[C:25][CH3:26].C(N(CC)CC)C. The catalyst is ClCCl. The product is [CH2:23]([O:27][C:28]1[CH:33]=[CH:32][C:31]([S:34]([NH:3][CH:4]([C:9]2[CH:14]=[CH:13][C:12]([O:15][CH2:16][CH2:17][N:18]3[CH2:19][CH2:20][CH2:21][CH2:22]3)=[CH:11][CH:10]=2)[C:5]([O:7][CH3:8])=[O:6])(=[O:36])=[O:35])=[CH:30][CH:29]=1)[C:24]#[C:25][CH3:26]. The yield is 0.926. (5) The reactants are Cl[C:2]1[C:11]2[C:6](=[C:7]([C:12]([F:15])([F:14])[F:13])[CH:8]=[CH:9][CH:10]=2)[N:5]=[CH:4][C:3]=1[C:16]([C:18]1[CH:23]=[CH:22][CH:21]=[CH:20][CH:19]=1)=[O:17].[F:24][C:25]1[CH:26]=[C:27](B(O)O)[CH:28]=[C:29]([F:31])[CH:30]=1.C(=O)([O-])[O-].[Na+].[Na+].C(O)C. The catalyst is O.C(COC)OC.[Pd].C1(P(C2C=CC=CC=2)C2C=CC=CC=2)C=CC=CC=1.C1(P(C2C=CC=CC=2)C2C=CC=CC=2)C=CC=CC=1.C1(P(C2C=CC=CC=2)C2C=CC=CC=2)C=CC=CC=1.C1(P(C2C=CC=CC=2)C2C=CC=CC=2)C=CC=CC=1. The product is [F:24][C:25]1[CH:26]=[C:27]([C:2]2[C:11]3[C:6](=[C:7]([C:12]([F:15])([F:14])[F:13])[CH:8]=[CH:9][CH:10]=3)[N:5]=[CH:4][C:3]=2[C:16]([C:18]2[CH:23]=[CH:22][CH:21]=[CH:20][CH:19]=2)=[O:17])[CH:28]=[C:29]([F:31])[CH:30]=1. The yield is 0.480. (6) The reactants are [OH-:1].[Li+].[CH3:3][C:4]([CH3:19])=[CH:5][C@@H:6]1[CH2:10][N:9]([C:11]([O:13][C:14]([CH3:17])([CH3:16])[CH3:15])=[O:12])[C:8](=[O:18])[CH2:7]1. The catalyst is O1CCCC1. The product is [C:14]([O:13][C:11]([NH:9][CH2:10][C@@H:6]([CH:5]=[C:4]([CH3:19])[CH3:3])[CH2:7][C:8]([OH:1])=[O:18])=[O:12])([CH3:17])([CH3:16])[CH3:15]. The yield is 1.00. (7) The reactants are [F:1][C:2]1[CH:7]=[CH:6][C:5]([N:8]2[C:13]3[CH:14]=[CH:15][C:16]([N:18](S(C)(=O)=O)[S:19]([CH3:22])(=[O:21])=[O:20])=[CH:17][C:12]=3[O:11][C:10]([CH3:28])([CH3:27])[C:9]2=[O:29])=[CH:4][CH:3]=1.[OH-].[Na+].CC1(C)C(=O)NC2C=CC(N(S(C)(=O)=O)S(C)(=O)=O)=CC=2O1.Cl.C(O)C.O. The catalyst is C(O)C. The product is [F:1][C:2]1[CH:3]=[CH:4][C:5]([N:8]2[C:13]3[CH:14]=[CH:15][C:16]([NH:18][S:19]([CH3:22])(=[O:20])=[O:21])=[CH:17][C:12]=3[O:11][C:10]([CH3:27])([CH3:28])[C:9]2=[O:29])=[CH:6][CH:7]=1. The yield is 0.980.